Dataset: Peptide-MHC class II binding affinity with 134,281 pairs from IEDB. Task: Regression. Given a peptide amino acid sequence and an MHC pseudo amino acid sequence, predict their binding affinity value. This is MHC class II binding data. (1) The MHC is DRB1_0802 with pseudo-sequence DRB1_0802. The binding affinity (normalized) is 0.373. The peptide sequence is SQDLELSWNLNGLGAY. (2) The peptide sequence is EEDKENALSLLDKIYT. The MHC is DRB1_0401 with pseudo-sequence DRB1_0401. The binding affinity (normalized) is 0.136. (3) The peptide sequence is GFGMLLRKYGIAAENVIDVK. The MHC is DRB1_0802 with pseudo-sequence DRB1_0802. The binding affinity (normalized) is 0.711. (4) The peptide sequence is FILATDIAEMGANLC. The MHC is HLA-DQA10201-DQB10303 with pseudo-sequence HLA-DQA10201-DQB10303. The binding affinity (normalized) is 0.534. (5) The peptide sequence is FGHDGTVWAQSADFP. The MHC is DRB1_0901 with pseudo-sequence DRB1_0901. The binding affinity (normalized) is 0.232. (6) The peptide sequence is AKRMIAISAKVARDI. The MHC is DRB3_0101 with pseudo-sequence DRB3_0101. The binding affinity (normalized) is 0.273. (7) The peptide sequence is YNTDGSTDYGILQINSR. The MHC is DRB1_0802 with pseudo-sequence DRB1_0802. The binding affinity (normalized) is 0.397. (8) The peptide sequence is GELQIMDKIDAAFKI. The MHC is DRB4_0101 with pseudo-sequence DRB4_0103. The binding affinity (normalized) is 0.619. (9) The peptide sequence is TGEAHLAEENEGDNA. The MHC is DRB1_0701 with pseudo-sequence DRB1_0701. The binding affinity (normalized) is 0. (10) The peptide sequence is SQDLELSWNLNGIQAY. The MHC is DRB1_0401 with pseudo-sequence DRB1_0401. The binding affinity (normalized) is 0.619.